From a dataset of Full USPTO retrosynthesis dataset with 1.9M reactions from patents (1976-2016). Predict the reactants needed to synthesize the given product. (1) Given the product [Cl:1][C:2]1[CH:26]=[N:25][C:5]2[NH:6][C:7]3[C:12]([C:4]=2[CH:3]=1)=[C:11]([C:13]1[CH:18]=[CH:17][CH:16]=[C:15]([S:19]([CH2:22][CH3:23])(=[O:21])=[O:20])[CH:14]=1)[CH:10]=[CH:9][C:8]=3[O:24][CH2:49][CH2:50][N:51]([CH3:53])[CH3:52], predict the reactants needed to synthesize it. The reactants are: [Cl:1][C:2]1[CH:26]=[N:25][C:5]2[NH:6][C:7]3[C:12]([C:4]=2[CH:3]=1)=[C:11]([C:13]1[CH:18]=[CH:17][CH:16]=[C:15]([S:19]([CH2:22][CH3:23])(=[O:21])=[O:20])[CH:14]=1)[CH:10]=[CH:9][C:8]=3[OH:24].C(S(C1C=C(C2C=CC(OC[CH2:49][CH2:50][N:51]([CH3:53])[CH3:52])=C3C=2C2C=C(C)C=NC=2N3)C=CC=1)(=O)=O)C. (2) Given the product [N:11]1[C:12]2[C:7](=[CH:6][C:5]([CH2:3][OH:2])=[CH:14][CH:13]=2)[CH:8]=[CH:9][CH:10]=1, predict the reactants needed to synthesize it. The reactants are: C[O:2][C:3]([C:5]1[CH:6]=[C:7]2[C:12](=[CH:13][CH:14]=1)[N:11]=[CH:10][CH:9]=[CH:8]2)=O.[H-].[H-].[H-].[H-].[Li+].[Al+3].CC(C)=O.[O-]S([O-])(=O)=O.[Mg+2].